This data is from Forward reaction prediction with 1.9M reactions from USPTO patents (1976-2016). The task is: Predict the product of the given reaction. (1) Given the reactants O.C(O)(C(F)(F)F)=O.[OH-].[Na+].[CH:11]([O:14][P:15]([CH2:21][O:22][C:23]1([CH2:26][O:27]C(C2C=CC=CC=2)(C2C=CC=CC=2)C2C=CC=CC=2)[CH2:25][CH2:24]1)(=[O:20])[O:16][CH:17]([CH3:19])[CH3:18])([CH3:13])[CH3:12], predict the reaction product. The product is: [OH:27][CH2:26][C:23]1([O:22][CH2:21][P:15](=[O:20])([O:14][CH:11]([CH3:13])[CH3:12])[O:16][CH:17]([CH3:18])[CH3:19])[CH2:25][CH2:24]1. (2) Given the reactants [N:1]([CH2:4][C:5]1[CH:10]=[CH:9][C:8]([F:11])=[CH:7][C:6]=1[S:12]([N:15]([CH3:17])[CH3:16])(=[O:14])=[O:13])=[N+]=[N-].C1(P(C2C=CC=CC=2)C2C=CC=CC=2)C=CC=CC=1, predict the reaction product. The product is: [NH2:1][CH2:4][C:5]1[CH:10]=[CH:9][C:8]([F:11])=[CH:7][C:6]=1[S:12]([N:15]([CH3:17])[CH3:16])(=[O:13])=[O:14]. (3) Given the reactants [F:1][C:2]1[CH:11]=[C:10]2[C:5]([CH:6]([C:12]([OH:14])=[O:13])[CH2:7][CH2:8][O:9]2)=[CH:4][CH:3]=1.[CH2:15]1COCC1, predict the reaction product. The product is: [F:1][C:2]1[CH:11]=[C:10]2[C:5]([CH:6]([C:12]([O:14][CH3:15])=[O:13])[CH2:7][CH2:8][O:9]2)=[CH:4][CH:3]=1. (4) The product is: [CH:35]1([CH2:41][S:42]([NH:34][C@@H:10]2[CH2:9][NH:8][CH2:12][C@H:11]2[CH2:13][N:14]([CH:31]([CH3:32])[CH3:33])[C:15](=[O:30])[C:16]2[CH:21]=[CH:20][C:19]([O:22][CH3:23])=[C:18]([O:24][CH2:25][CH2:26][CH2:27][O:28][CH3:29])[CH:17]=2)(=[O:44])=[O:43])[CH2:40][CH2:39][CH2:38][CH2:37][CH2:36]1. Given the reactants C(OC([N:8]1[CH2:12][C@@H:11]([CH2:13][N:14]([CH:31]([CH3:33])[CH3:32])[C:15](=[O:30])[C:16]2[CH:21]=[CH:20][C:19]([O:22][CH3:23])=[C:18]([O:24][CH2:25][CH2:26][CH2:27][O:28][CH3:29])[CH:17]=2)[C@H:10]([NH2:34])[CH2:9]1)=O)(C)(C)C.[CH:35]1([CH2:41][S:42](Cl)(=[O:44])=[O:43])[CH2:40][CH2:39][CH2:38][CH2:37][CH2:36]1.CC#N.O.CC#N, predict the reaction product. (5) Given the reactants C(O[C:4]([NH:6][C:7]([N:22]1[CH:26]=[C:25]([C:27]([O:29][CH2:30][CH3:31])=[O:28])[CH:24]=[N:23]1)=[N:8][C:9]1[CH:14]=[CH:13][CH:12]=[C:11]([O:15][C:16]2[CH:21]=[CH:20][CH:19]=[CH:18][CH:17]=2)[CH:10]=1)=[O:5])C.CCO, predict the reaction product. The product is: [O:5]=[C:4]1[C:14]2[C:9](=[CH:10][C:11]([O:15][C:16]3[CH:17]=[CH:18][CH:19]=[CH:20][CH:21]=3)=[CH:12][CH:13]=2)[N:8]=[C:7]([N:22]2[CH:26]=[C:25]([C:27]([O:29][CH2:30][CH3:31])=[O:28])[CH:24]=[N:23]2)[NH:6]1. (6) Given the reactants [CH3:1][C:2]1[CH:3]=[C:4](B(O)O)[CH:5]=[C:6]([O:8][C:9]2[CH:14]=[CH:13][C:12]([C:15]([F:18])([F:17])[F:16])=[CH:11][N:10]=2)[CH:7]=1.Br[CH:23]=[C:24]1[CH2:29][CH2:28][N:27]([C:30]([O:32][C:33]([CH3:36])([CH3:35])[CH3:34])=[O:31])[CH2:26][CH2:25]1.[O-]P([O-])([O-])=O.[K+].[K+].[K+], predict the reaction product. The product is: [CH3:1][C:2]1[CH:3]=[C:4]([CH:5]=[C:6]([O:8][C:9]2[CH:14]=[CH:13][C:12]([C:15]([F:18])([F:17])[F:16])=[CH:11][N:10]=2)[CH:7]=1)[CH:23]=[C:24]1[CH2:29][CH2:28][N:27]([C:30]([O:32][C:33]([CH3:36])([CH3:35])[CH3:34])=[O:31])[CH2:26][CH2:25]1.